Dataset: Catalyst prediction with 721,799 reactions and 888 catalyst types from USPTO. Task: Predict which catalyst facilitates the given reaction. Reactant: [Br:1][C:2]1[CH:3]=[C:4]2[C:9](=[CH:10][CH:11]=1)[N:8]([C:12](=[O:17])[C:13]([F:16])([F:15])[F:14])[C@@H:7]([CH3:18])[CH2:6][NH:5]2.N1C=CC=CC=1.[CH:25]1([C:28](Cl)=[O:29])[CH2:27][CH2:26]1. Product: [Br:1][C:2]1[CH:3]=[C:4]2[C:9](=[CH:10][CH:11]=1)[N:8]([C:12](=[O:17])[C:13]([F:14])([F:16])[F:15])[C@@H:7]([CH3:18])[CH2:6][N:5]2[C:28]([CH:25]1[CH2:27][CH2:26]1)=[O:29]. The catalyst class is: 4.